From a dataset of Catalyst prediction with 721,799 reactions and 888 catalyst types from USPTO. Predict which catalyst facilitates the given reaction. (1) Reactant: [I:1][C:2]1[CH:7]=[CH:6][N:5]=[C:4]2[CH:8]=[N:9][NH:10][C:3]=12.Br[CH2:12][CH:13]1[CH2:17][CH2:16][CH2:15][O:14]1.C(=O)([O-])[O-].[Cs+].[Cs+].O. Product: [I:1][C:2]1[C:3]2[C:4](=[CH:8][N:9]([CH2:12][CH:13]3[CH2:17][CH2:16][CH2:15][O:14]3)[N:10]=2)[N:5]=[CH:6][CH:7]=1. The catalyst class is: 3. (2) Reactant: C[C@@H](C(N([C@H]([C@@H](O)C1C=CC=CC=1)C)C)=O)[CH2:3][CH2:4][C:5]12[CH2:14][CH:12]3[CH2:13][CH:7]([CH2:8][CH:9]([CH2:11]3)[CH2:10]1)[CH2:6]2.CC[O:31][C:32]([CH3:34])=[O:33].O1CCOC[CH2:36]1. Product: [CH3:36][C@@H:34]([C:32]([OH:31])=[O:33])[CH2:3][CH2:4][C:5]12[CH2:14][CH:12]3[CH2:13][CH:7]([CH2:8][CH:9]([CH2:11]3)[CH2:10]1)[CH2:6]2. The catalyst class is: 6. (3) Reactant: C(O[C:5](=[O:7])[CH3:6])(=O)C.[CH2:8]1[C:14]2[CH:15]=[CH:16][CH:17]=[CH:18][C:13]=2[CH2:12][CH2:11][NH:10][CH2:9]1.C(N(CC)CC)C.O. Product: [C:5]([N:10]1[CH2:9][CH2:8][C:14]2[CH:15]=[CH:16][CH:17]=[CH:18][C:13]=2[CH2:12][CH2:11]1)(=[O:7])[CH3:6]. The catalyst class is: 4. (4) Reactant: Br[C:2]1[C:3]([N:22]([CH2:24][CH2:25][CH2:26][OH:27])[CH3:23])=[N:4][CH:5]=[C:6]([CH:21]=1)[C:7]([NH:9][C:10]1[CH:15]=[CH:14][C:13]([O:16][C:17]([F:20])([F:19])[F:18])=[CH:12][CH:11]=1)=[O:8].[N:28]1[CH:33]=[CH:32][CH:31]=[C:30](B(O)O)[CH:29]=1.C([O-])([O-])=O.[Na+].[Na+].CCO. Product: [OH:27][CH2:26][CH2:25][CH2:24][N:22]([CH3:23])[C:3]1[C:2]([C:30]2[CH:29]=[N:28][CH:33]=[CH:32][CH:31]=2)=[CH:21][C:6]([C:7]([NH:9][C:10]2[CH:15]=[CH:14][C:13]([O:16][C:17]([F:20])([F:19])[F:18])=[CH:12][CH:11]=2)=[O:8])=[CH:5][N:4]=1. The catalyst class is: 149. (5) Reactant: [CH3:1][C:2]([CH3:7])([CH3:6])[CH2:3][CH:4]=O.N1CCCC1.O.C1(C)C=CC([S:20](O)(=O)=O)=CC=1.[N:25]#[C:26][NH2:27]. Product: [C:2]([C:3]1[S:20][C:26]([NH2:27])=[N:25][CH:4]=1)([CH3:7])([CH3:6])[CH3:1]. The catalyst class is: 244. (6) Product: [CH:1]1([O:6][C:45]2[CH:44]=[C:43]([S:47][C:48]3[C:53]([O:54][CH2:55][CH2:56][CH2:57][C:58]4[CH:63]=[CH:62][N:61]=[CH:60][CH:59]=4)=[CH:52][CH:51]=[CH:50][N:49]=3)[CH:42]=[CH:41][CH:46]=2)[CH2:5][CH2:4][CH2:3][CH2:2]1. The catalyst class is: 1. Reactant: [CH:1]1([OH:6])[CH2:5][CH2:4][CH2:3][CH2:2]1.C1(P(C2C=CC=CC=2)C2C=CC=CC=2)C=CC=CC=1.N(C(OC(C)C)=O)=NC(OC(C)C)=O.O[C:41]1[CH:42]=[C:43]([S:47][C:48]2[C:53]([O:54][CH2:55][CH2:56][CH2:57][C:58]3[CH:63]=[CH:62][N:61]=[CH:60][CH:59]=3)=[CH:52][CH:51]=[CH:50][N:49]=2)[CH:44]=[CH:45][CH:46]=1. (7) Reactant: [CH2:1]([O:5][C:6]1[CH:11]=[C:10]([O:12][CH2:13][CH2:14][CH2:15][CH3:16])[CH:9]=[CH:8][C:7]=1[C:17]1[S:21][C:20]([CH:22]=O)=[CH:19][CH:18]=1)[CH2:2][CH2:3][CH3:4].[S:24]1[CH2:30][C:28](=[O:29])[N:27]([CH2:31][C:32]([OH:34])=[O:33])[C:25]1=[S:26].N1CCCCC1.Cl. Product: [CH2:1]([O:5][C:6]1[CH:11]=[C:10]([O:12][CH2:13][CH2:14][CH2:15][CH3:16])[CH:9]=[CH:8][C:7]=1[C:17]1[S:21][C:20]([CH:22]=[C:30]2[S:24][C:25](=[S:26])[N:27]([CH2:31][C:32]([OH:34])=[O:33])[C:28]2=[O:29])=[CH:19][CH:18]=1)[CH2:2][CH2:3][CH3:4]. The catalyst class is: 47. (8) Reactant: [CH3:1][C:2]1[CH:7]=[CH:6][N:5]=[CH:4][C:3]=1[N:8]1[CH2:12][CH2:11][NH:10][C:9]1=[O:13].Br[C:15]1[CH:16]=[CH:17][C:18]([F:24])=[C:19]([C:21](=[O:23])[CH3:22])[CH:20]=1.N[C@@H]1CCCC[C@H]1N.P([O-])([O-])([O-])=O.[K+].[K+].[K+]. Product: [C:21]([C:19]1[CH:20]=[C:15]([N:10]2[CH2:11][CH2:12][N:8]([C:3]3[CH:4]=[N:5][CH:6]=[CH:7][C:2]=3[CH3:1])[C:9]2=[O:13])[CH:16]=[CH:17][C:18]=1[F:24])(=[O:23])[CH3:22]. The catalyst class is: 246.